Predict the product of the given reaction. From a dataset of Forward reaction prediction with 1.9M reactions from USPTO patents (1976-2016). Given the reactants [CH3:1][C:2]1[S:11][C:10]2[CH2:9][C:8]3[CH:12]=[CH:13][CH:14]=[CH:15][C:7]=3[NH:6][C:5](=[O:16])[C:4]=2[CH:3]=1.C(=O)(O)[O-:18].[Na+], predict the reaction product. The product is: [NH3:6].[CH3:1][C:2]1[S:11][C:10]2[C:9](=[O:18])[C:8]3[CH:12]=[CH:13][CH:14]=[CH:15][C:7]=3[NH:6][C:5](=[O:16])[C:4]=2[CH:3]=1.